From a dataset of Reaction yield outcomes from USPTO patents with 853,638 reactions. Predict the reaction yield, written as a fraction of the theoretical maximum amount of product (1.0 means a 100% yield; for example, 0.34 means a 34% yield). (1) The reactants are [CH2:1]([O:8][C@@H:9]1[C@@H:17]([CH:18]=[O:19])[O:16][C@H:15]2[C@H:11]([N:12]=[C:13]([N:20]([CH3:22])[CH3:21])[S:14]2)[CH2:10]1)[C:2]1[CH:7]=[CH:6][CH:5]=[CH:4][CH:3]=1.[CH3:23][Mg+].[Br-]. The catalyst is C1COCC1.O. The product is [CH2:1]([O:8][C@@H:9]1[C@@H:17]([CH:18]([OH:19])[CH3:23])[O:16][C@H:15]2[C@H:11]([N:12]=[C:13]([N:20]([CH3:22])[CH3:21])[S:14]2)[CH2:10]1)[C:2]1[CH:7]=[CH:6][CH:5]=[CH:4][CH:3]=1. The yield is 0.770. (2) The reactants are Cl[C:2]1[N:7]=[C:6]([C:8]2[N:12]3[CH:13]=[CH:14][CH:15]=[CH:16][C:11]3=[N:10][C:9]=2[C:17]2[CH:18]=[CH:19][C:20]([O:34][CH2:35][CH3:36])=[C:21]([CH:33]=2)[C:22]([NH:24][C:25]2[C:30]([F:31])=[CH:29][CH:28]=[CH:27][C:26]=2[F:32])=[O:23])[CH:5]=[CH:4][N:3]=1.[CH2:37]([O:39][C:40]1[CH:46]=[C:45]([N:47]2[CH2:52][CH2:51][CH:50]([N:53]3[CH2:58][CH2:57][N:56]([S:59]([CH3:62])(=[O:61])=[O:60])[CH2:55][CH2:54]3)[CH2:49][CH2:48]2)[CH:44]=[CH:43][C:41]=1[NH2:42])[CH3:38].C1(C)C=CC(S(O)(=O)=O)=CC=1. The catalyst is CC(O)C. The product is [F:32][C:26]1[CH:27]=[CH:28][CH:29]=[C:30]([F:31])[C:25]=1[NH:24][C:22](=[O:23])[C:21]1[CH:33]=[C:17]([C:9]2[N:10]=[C:11]3[CH:16]=[CH:15][CH:14]=[CH:13][N:12]3[C:8]=2[C:6]2[CH:5]=[CH:4][N:3]=[C:2]([NH:42][C:41]3[CH:43]=[CH:44][C:45]([N:47]4[CH2:52][CH2:51][CH:50]([N:53]5[CH2:58][CH2:57][N:56]([S:59]([CH3:62])(=[O:61])=[O:60])[CH2:55][CH2:54]5)[CH2:49][CH2:48]4)=[CH:46][C:40]=3[O:39][CH2:37][CH3:38])[N:7]=2)[CH:18]=[CH:19][C:20]=1[O:34][CH2:35][CH3:36]. The yield is 0.430. (3) The reactants are [F:1][C:2]([F:16])([F:15])[C:3]1[N:8]=[CH:7][C:6]([C@@H:9]2[CH2:11][C@H:10]2[C:12]([OH:14])=O)=[CH:5][CH:4]=1.CCN(C(C)C)C(C)C.CN(C(ON1N=NC2C=CC=CC1=2)=[N+](C)C)C.[B-](F)(F)(F)F.Cl.Cl.[CH:50]1([N:54]2[CH2:59][CH2:58][NH:57][CH2:56][CH2:55]2)[CH2:53][CH2:52][CH2:51]1. The catalyst is CN(C=O)C.CCOC(C)=O.CCCCCC. The product is [CH:50]1([N:54]2[CH2:59][CH2:58][N:57]([C:12]([C@@H:10]3[CH2:11][C@H:9]3[C:6]3[CH:7]=[N:8][C:3]([C:2]([F:1])([F:16])[F:15])=[CH:4][CH:5]=3)=[O:14])[CH2:56][CH2:55]2)[CH2:53][CH2:52][CH2:51]1. The yield is 0.360. (4) The reactants are Cl.[Cl:2][C:3]1[C:11]2[N:10]([CH2:12][CH2:13][CH3:14])[C:9]([C:15]3[CH:20]=[CH:19][C:18](I)=[CH:17][CH:16]=3)=[NH+:8][C:7]=2[CH:6]=[CH:5][CH:4]=1.[NH2:22][C:23]1[CH:28]=[CH:27][C:26]([CH3:29])=[CH:25][CH:24]=1.C([O-])([O-])=O.[Cs+].[Cs+]. The catalyst is C1(C)C=CC=CC=1.CC([O-])=O.CC([O-])=O.[Pd+2].C1C=CC(P(C2C(C3C(P(C4C=CC=CC=4)C4C=CC=CC=4)=CC=C4C=3C=CC=C4)=C3C(C=CC=C3)=CC=2)C2C=CC=CC=2)=CC=1. The product is [Cl:2][C:3]1[C:11]2[N:10]([CH2:12][CH2:13][CH3:14])[C:9]([C:15]3[CH:20]=[CH:19][C:18]([NH:22][C:23]4[CH:28]=[CH:27][C:26]([CH3:29])=[CH:25][CH:24]=4)=[CH:17][CH:16]=3)=[N:8][C:7]=2[CH:6]=[CH:5][CH:4]=1. The yield is 0.500. (5) The reactants are [NH:1]1[CH:5]=[C:4]([C:6]2[CH:11]=[C:10]([C:12]([NH2:14])=[O:13])[CH:9]=[CH:8][N:7]=2)[N:3]=[CH:2]1.Br[CH2:16][CH2:17][C:18]1[CH:23]=[CH:22][CH:21]=[CH:20][C:19]=1[Cl:24].C([O-])([O-])=O.[K+].[K+]. The catalyst is CN(C=O)C. The product is [Cl:24][C:19]1[CH:20]=[CH:21][CH:22]=[CH:23][C:18]=1[CH2:17][CH2:16][N:1]1[CH:5]=[C:4]([C:6]2[CH:11]=[C:10]([C:12]([NH2:14])=[O:13])[CH:9]=[CH:8][N:7]=2)[N:3]=[CH:2]1. The yield is 0.330. (6) The reactants are [NH2:1][C:2]1[CH:7]=[C:6]([O:8][C:9]2[CH:14]=[CH:13][C:12]([NH2:15])=[C:11]([Cl:16])[CH:10]=2)[CH:5]=[CH:4][N:3]=1.C(N(CC)CC)C.Cl[C:25](OC1C=CC=CC=1)=[O:26].[NH:34]1[CH2:39][CH2:38][O:37][CH2:36][CH2:35]1. The catalyst is O1CCCC1.C(OCC)C.CCCCCC.CN(C)C=O. The product is [NH2:15][C:12]1[CH:13]=[CH:14][C:9]([O:8][C:6]2[CH:5]=[CH:4][N:3]=[C:2]([NH:1][C:25]([N:34]3[CH2:39][CH2:38][O:37][CH2:36][CH2:35]3)=[O:26])[CH:7]=2)=[CH:10][C:11]=1[Cl:16]. The yield is 0.490.